From a dataset of Forward reaction prediction with 1.9M reactions from USPTO patents (1976-2016). Predict the product of the given reaction. The product is: [CH3:24][O:23][C:17]1[CH:16]=[C:15]([CH2:14][CH2:13][NH:8][CH2:9][C:10]([NH2:12])=[O:11])[CH:20]=[CH:19][C:18]=1[O:21][CH3:22]. Given the reactants C([N:8]([CH2:13][CH2:14][C:15]1[CH:20]=[CH:19][C:18]([O:21][CH3:22])=[C:17]([O:23][CH3:24])[CH:16]=1)[CH2:9][C:10]([NH2:12])=[O:11])C1C=CC=CC=1, predict the reaction product.